Dataset: Forward reaction prediction with 1.9M reactions from USPTO patents (1976-2016). Task: Predict the product of the given reaction. (1) Given the reactants [F:1][C:2]1[CH:3]=[C:4]([N+:9]([O-:11])=[O:10])[CH:5]=[CH:6][C:7]=1F.C([O-])([O-])=O.[K+].[K+].[C:18]([CH2:20]C(OCC)=O)#[N:19], predict the reaction product. The product is: [F:1][C:2]1[CH:3]=[C:4]([N+:9]([O-:11])=[O:10])[CH:5]=[CH:6][C:7]=1[CH2:20][C:18]#[N:19]. (2) Given the reactants Cl.[CH:2]1([CH2:5][O:6][C:7]2[CH:12]=[C:11]([O:13][CH3:14])[CH:10]=[CH:9][C:8]=2[C:15]2[C:16]3[NH:23][C:22]([CH3:24])=[C:21]([C:25]([NH:27][C@@H:28]4[CH2:32][CH2:31][NH:30][CH2:29]4)=[O:26])[C:17]=3[N:18]=[CH:19][N:20]=2)[CH2:4][CH2:3]1.C([O:36][C@@H:37]([CH3:41])[C:38](Cl)=[O:39])(=O)C, predict the reaction product. The product is: [CH:2]1([CH2:5][O:6][C:7]2[CH:12]=[C:11]([O:13][CH3:14])[CH:10]=[CH:9][C:8]=2[C:15]2[C:16]3[NH:23][C:22]([CH3:24])=[C:21]([C:25]([NH:27][C@@H:28]4[CH2:32][CH2:31][N:30]([C:38](=[O:39])[C@@H:37]([OH:36])[CH3:41])[CH2:29]4)=[O:26])[C:17]=3[N:18]=[CH:19][N:20]=2)[CH2:4][CH2:3]1. (3) Given the reactants Cl[C:2]1[CH:11]=[CH:10][C:9]2[C:8]([C:12]([NH:14][CH2:15][C:16]34[CH2:25][CH:20]5[CH2:21][CH:22]([CH2:24][CH:18]([CH2:19]5)[CH2:17]3)[CH2:23]4)=[O:13])=[C:7]([Cl:26])[CH:6]=[CH:5][C:4]=2[N:3]=1.[Br-].[C:28]([CH2:30][CH2:31][CH2:32][CH2:33][Zn+])#[N:29].[Cl-].[NH4+], predict the reaction product. The product is: [Cl:26][C:7]1[CH:6]=[CH:5][C:4]2[N:3]=[C:2]([CH2:33][CH2:32][CH2:31][CH2:30][C:28]#[N:29])[CH:11]=[CH:10][C:9]=2[C:8]=1[C:12]([NH:14][CH2:15][C:16]12[CH2:23][CH:22]3[CH2:24][CH:18]([CH2:19][CH:20]([CH2:21]3)[CH2:25]1)[CH2:17]2)=[O:13]. (4) The product is: [CH:101]1([C:2]2[N:7]=[C:6]([C:8]3[C:16]4[C:11](=[CH:12][CH:13]=[C:14]([C:17]5[CH:22]=[N:21][CH:20]=[C:19]([CH:23]6[CH2:25][CH2:24]6)[N:18]=5)[CH:15]=4)[N:10]([CH:26]4[CH2:31][CH2:30][CH2:29][CH2:28][O:27]4)[N:9]=3)[CH:5]=[N:4][CH:3]=2)[CH2:103][CH2:102]1. Given the reactants Cl[C:2]1[N:7]=[C:6]([C:8]2[C:16]3[C:11](=[CH:12][CH:13]=[C:14]([C:17]4[CH:22]=[N:21][CH:20]=[C:19]([CH:23]5[CH2:25][CH2:24]5)[N:18]=4)[CH:15]=3)[N:10]([CH:26]3[CH2:31][CH2:30][CH2:29][CH2:28][O:27]3)[N:9]=2)[CH:5]=[N:4][CH:3]=1.C1(P(C2CCCCC2)C2C=CC=CC=2C2C(CCC)=CC(CCC)=CC=2CCC)CCCCC1.CC(C1C=C(C(C)C)C(C2C=CC=CC=2P(C2CCCCC2)C2CCCCC2)=C(C(C)C)C=1)C.[Br-].[CH:101]1([Zn+])[CH2:103][CH2:102]1, predict the reaction product. (5) The product is: [CH2:1]([O:3][C:4]1[CH:9]=[CH:8][C:7]([C:10]([F:12])([F:13])[F:11])=[CH:6][C:5]=1[C:14]1[CH:18]=[C:17]([C:19]2[CH:28]=[CH:27][C:26]3[C:21](=[CH:22][CH:23]=[C:24]([O:29][CH3:30])[CH:25]=3)[CH:20]=2)[N:16]([C@H:31]([C:33]2[CH:34]=[CH:35][C:36]([C:37]([OH:39])=[O:38])=[CH:42][CH:43]=2)[CH3:32])[N:15]=1)[CH3:2]. Given the reactants [CH2:1]([O:3][C:4]1[CH:9]=[CH:8][C:7]([C:10]([F:13])([F:12])[F:11])=[CH:6][C:5]=1[C:14]1[CH:18]=[C:17]([C:19]2[CH:28]=[CH:27][C:26]3[C:21](=[CH:22][CH:23]=[C:24]([O:29][CH3:30])[CH:25]=3)[CH:20]=2)[N:16]([C@H:31]([C:33]2[CH:43]=[CH:42][C:36]([C:37]([O:39]CC)=[O:38])=[CH:35][CH:34]=2)[CH3:32])[N:15]=1)[CH3:2].[OH-].[Na+].Cl, predict the reaction product. (6) The product is: [C:23]([C:25]1([C:28]([NH:20][C:19]2[CH:18]=[CH:17][C:16]([CH2:15][CH2:14][CH2:13][CH2:12][CH2:11][CH2:10][CH2:9][CH2:8][CH2:7][C:1]3[CH:2]=[CH:3][CH:4]=[CH:5][CH:6]=3)=[CH:22][CH:21]=2)=[O:29])[CH2:27][CH2:26]1)#[N:24]. Given the reactants [C:1]1([CH2:7][CH2:8][CH2:9][CH2:10][CH2:11][CH2:12][CH2:13][CH2:14][CH2:15][C:16]2[CH:22]=[CH:21][C:19]([NH2:20])=[CH:18][CH:17]=2)[CH:6]=[CH:5][CH:4]=[CH:3][CH:2]=1.[C:23]([C:25]1([C:28](O)=[O:29])[CH2:27][CH2:26]1)#[N:24], predict the reaction product. (7) Given the reactants Br[C:2]1[CH:3]=[CH:4][C:5]([C:8](=[O:16])[CH2:9][N:10]2[CH:14]=[C:13]([CH3:15])[N:12]=[CH:11]2)=[N:6][CH:7]=1.[F:17][C:18]1[CH:19]=[C:20]([N:33]2[CH2:37][C@H:36]([CH2:38][N:39]3[CH:43]=[CH:42][N:41]=[N:40]3)[O:35][C:34]2=[O:44])[CH:21]=[CH:22][C:23]=1B1OC(C)(C)C(C)(C)O1.C(=O)([O-])[O-].[Na+].[Na+], predict the reaction product. The product is: [F:17][C:18]1[CH:19]=[C:20]([N:33]2[CH2:37][C@H:36]([CH2:38][N:39]3[CH:43]=[CH:42][N:41]=[N:40]3)[O:35][C:34]2=[O:44])[CH:21]=[CH:22][C:23]=1[C:2]1[CH:7]=[N:6][C:5]([C:8](=[O:16])[CH2:9][N:10]2[CH:14]=[C:13]([CH3:15])[N:12]=[CH:11]2)=[CH:4][CH:3]=1. (8) Given the reactants [N:1]([CH2:4][C:5]1[CH:14]=[C:13]2[C:8]([C:9]([Cl:17])=[CH:10][C:11]([C:15]#[N:16])=[N:12]2)=[CH:7][CH:6]=1)=[N+:2]=[N-:3].[N+:18]([C:21]1[CH:38]=[CH:37][C:24]([C:25]([O:27][C@@:28]([C:33]([F:36])([F:35])[F:34])([CH2:31][CH3:32])[C:29]#[CH:30])=[O:26])=[CH:23][CH:22]=1)([O-:20])=[O:19].CCN(C(C)C)C(C)C, predict the reaction product. The product is: [N+:18]([C:21]1[CH:22]=[CH:23][C:24]([C:25]([O:27][C@:28]([C:29]2[N:3]=[N:2][N:1]([CH2:4][C:5]3[CH:14]=[C:13]4[C:8]([C:9]([Cl:17])=[CH:10][C:11]([C:15]#[N:16])=[N:12]4)=[CH:7][CH:6]=3)[CH:30]=2)([CH2:31][CH3:32])[C:33]([F:34])([F:35])[F:36])=[O:26])=[CH:37][CH:38]=1)([O-:20])=[O:19]. (9) Given the reactants [Cl:1][C:2]1[CH:18]=[CH:17][C:5]2[CH2:6][CH2:7][N:8](C(=O)C(F)(F)F)[CH2:9][CH2:10][C:4]=2[C:3]=1[NH:19][CH2:20][C:21]1[CH:22]=[N:23][C:24]([S:27]([CH2:30][C:31]([CH3:34])([CH3:33])[CH3:32])(=[O:29])=[O:28])=[CH:25][CH:26]=1.O.[OH-].[Li+], predict the reaction product. The product is: [Cl:1][C:2]1[CH:18]=[CH:17][C:5]2[CH2:6][CH2:7][NH:8][CH2:9][CH2:10][C:4]=2[C:3]=1[NH:19][CH2:20][C:21]1[CH:22]=[N:23][C:24]([S:27]([CH2:30][C:31]([CH3:34])([CH3:33])[CH3:32])(=[O:29])=[O:28])=[CH:25][CH:26]=1.